From a dataset of Forward reaction prediction with 1.9M reactions from USPTO patents (1976-2016). Predict the product of the given reaction. (1) The product is: [CH3:24][O:23][C:18]1[CH:19]=[CH:20][CH:21]=[CH:22][C:17]=1[C:14]1[CH:13]=[C:12]([CH2:11][CH2:10][CH2:9][CH2:8][CH2:7][CH2:6][C:5]([OH:25])=[O:4])[O:16][N:15]=1. Given the reactants [OH-].[Na+].C[O:4][C:5](=[O:25])[CH2:6][CH2:7][CH2:8][CH2:9][CH2:10][CH2:11][C:12]1[O:16][N:15]=[C:14]([C:17]2[CH:22]=[CH:21][CH:20]=[CH:19][C:18]=2[O:23][CH3:24])[CH:13]=1, predict the reaction product. (2) Given the reactants [Cl:1][C:2]1[N:7]=[C:6]([CH3:8])[C:5]([I:9])=[CH:4][CH:3]=1.C1C(=O)N([Br:17])C(=O)C1.CC(N=NC(C#N)(C)C)(C#N)C, predict the reaction product. The product is: [Br:17][CH2:8][C:6]1[C:5]([I:9])=[CH:4][CH:3]=[C:2]([Cl:1])[N:7]=1. (3) The product is: [C:1]([O:4][C:5]1[CH:6]=[CH:7][C:8]([C:11]2[CH:12]([C:26]3[CH:31]=[CH:30][CH:29]=[CH:28][CH:27]=3)[O:13][C:14]3[C:19]([CH:20]=2)=[CH:18][CH:17]=[C:16]([O:22][C:23](=[O:25])[CH3:24])[CH:15]=3)=[CH:9][CH:10]=1)(=[O:3])[CH3:2]. Given the reactants [C:1]([O:4][C:5]1[CH:10]=[CH:9][C:8]([CH:11]2[CH:20](O)[C:19]3[C:14](=[CH:15][C:16]([O:22][C:23](=[O:25])[CH3:24])=[CH:17][CH:18]=3)[O:13][CH:12]2[C:26]2[CH:31]=[CH:30][CH:29]=[CH:28][CH:27]=2)=[CH:7][CH:6]=1)(=[O:3])[CH3:2].P(=O)(O)(O)O.C(=O)([O-])O.[Na+], predict the reaction product. (4) The product is: [N+:9]([C:6]1[CH:7]=[CH:8][C:2]([C:19]#[C:17][CH3:18])=[C:3]([NH2:4])[CH:5]=1)([O-:11])=[O:10]. Given the reactants Br[C:2]1[CH:8]=[CH:7][C:6]([N+:9]([O-:11])=[O:10])=[CH:5][C:3]=1[NH2:4].C(N([CH2:17][CH3:18])CC)C.[C:19](#N)C, predict the reaction product. (5) The product is: [C:37]([C:41]1[CH:42]=[CH:43][C:44]([C:45]([C:24]2[N:16]3[C:15]([CH2:14][N:13]([C:11](=[O:12])[C:10]4[CH:27]=[CH:28][C:7]([CH:1]5[CH2:2][CH2:3][CH2:4][CH2:5][CH2:6]5)=[CH:8][CH:9]=4)[C:19]4[CH:20]=[CH:21][CH:22]=[CH:23][C:18]=4[CH2:17]3)=[CH:26][CH:25]=2)=[O:46])=[CH:48][CH:49]=1)([CH3:40])([CH3:38])[CH3:39]. Given the reactants [CH:1]1([C:7]2[CH:28]=[CH:27][C:10]([C:11]([N:13]3[C:19]4[CH:20]=[CH:21][CH:22]=[CH:23][C:18]=4[CH2:17][N:16]4[CH:24]=[CH:25][CH:26]=[C:15]4[CH2:14]3)=[O:12])=[CH:9][CH:8]=2)[CH2:6][CH2:5][CH2:4][CH2:3][CH2:2]1.C1(C)C(C)=CC=CC=1.[C:37]([C:41]1[CH:49]=[CH:48][C:44]([C:45](Cl)=[O:46])=[CH:43][CH:42]=1)([CH3:40])([CH3:39])[CH3:38], predict the reaction product. (6) Given the reactants [Br:1][C:2]1[S:3][C:4]2[CH2:9][CH2:8][CH:7]([C:10]([O:12]CC)=[O:11])[C:5]=2[N:6]=1.[OH-].[Na+].O, predict the reaction product. The product is: [Br:1][C:2]1[S:3][C:4]2[CH2:9][CH2:8][CH:7]([C:10]([OH:12])=[O:11])[C:5]=2[N:6]=1. (7) The product is: [Br:1][C:2]1[CH:3]=[C:4]([CH:17]=[CH:18][CH:19]=1)[CH2:5][O:6][C:7]1[CH:8]=[CH:9][C:10]([C@@H:13]2[CH2:15][C@H:14]2[NH:16][CH2:27][CH2:26][CH:20]2[CH2:25][CH2:24][CH2:23][CH2:22][CH2:21]2)=[CH:11][CH:12]=1. Given the reactants [Br:1][C:2]1[CH:3]=[C:4]([CH:17]=[CH:18][CH:19]=1)[CH2:5][O:6][C:7]1[CH:12]=[CH:11][C:10]([C@@H:13]2[CH2:15][C@H:14]2[NH2:16])=[CH:9][CH:8]=1.[CH:20]1([CH2:26][CH:27]=O)[CH2:25][CH2:24][CH2:23][CH2:22][CH2:21]1.[BH4-].[Na+], predict the reaction product. (8) Given the reactants [CH3:1][C:2]([CH3:5])([O-:4])[CH3:3].[K+].[C:7]1(=[O:14])[O:13][C:11](=[O:12])[CH2:10][CH2:9][CH2:8]1, predict the reaction product. The product is: [C:2]([O:4][C:7](=[O:14])[CH2:8][CH2:9][CH2:10][C:11]([OH:13])=[O:12])([CH3:5])([CH3:3])[CH3:1].